Dataset: Forward reaction prediction with 1.9M reactions from USPTO patents (1976-2016). Task: Predict the product of the given reaction. (1) Given the reactants [NH2:1][NH:2][C:3]([C:5]1[CH:10]=[CH:9][CH:8]=[C:7]([CH3:11])[N:6]=1)=[NH:4].[Cl:12][C:13]1[CH:14]=[CH:15][C:16]([OH:21])=[C:17]([CH:20]=1)[CH:18]=O, predict the reaction product. The product is: [Cl:12][C:13]1[CH:14]=[CH:15][C:16]([OH:21])=[C:17]([C:18]2[NH:1][N:2]=[C:3]([C:5]3[CH:10]=[CH:9][CH:8]=[C:7]([CH3:11])[N:6]=3)[N:4]=2)[CH:20]=1. (2) Given the reactants [C:1]1(=[O:17])[CH2:16][CH2:15][CH2:14][CH2:13][CH2:12][CH2:11][CH2:10][CH:9]=[CH:8][CH2:7][CH2:6][CH2:5][CH2:4][CH2:3][CH2:2]1.[H][H], predict the reaction product. The product is: [C:1]1(=[O:17])[CH2:16][CH2:15][CH2:14][CH2:13][CH2:12][CH2:11][CH2:10][CH2:9][CH2:8][CH2:7][CH2:6][CH2:5][CH2:4][CH2:3][CH2:2]1.